Dataset: Reaction yield outcomes from USPTO patents with 853,638 reactions. Task: Predict the reaction yield, written as a fraction of the theoretical maximum amount of product (1.0 means a 100% yield; for example, 0.34 means a 34% yield). (1) The reactants are [F:1][C:2]1[CH:9]=[CH:8][C:7]([F:10])=[CH:6][C:3]=1[CH:4]=O.[C:11]([NH:14][NH2:15])([NH2:13])=[NH:12].[ClH:16]. No catalyst specified. The product is [ClH:16].[F:1][C:2]1[CH:9]=[CH:8][C:7]([F:10])=[CH:6][C:3]=1[CH:4]=[N:15][NH:14][C:11]([NH2:13])=[NH:12]. The yield is 0.800. (2) The reactants are C([O:3][C:4]([C:6]1[NH:7][C:8]([CH3:17])=[CH:9][C:10]=1[CH2:11][C:12]([O:14]CC)=[O:13])=[O:5])C.[Li+].[OH-].Cl. The catalyst is CO.O. The product is [C:12]([CH2:11][C:10]1[CH:9]=[C:8]([CH3:17])[NH:7][C:6]=1[C:4]([OH:5])=[O:3])([OH:14])=[O:13]. The yield is 0.870. (3) The reactants are [NH2:1][C:2]1[CH:7]=[CH:6][C:5]([C:8]2[C:16]3[C:15]([NH2:17])=[N:14][CH:13]=[N:12][C:11]=3[O:10][CH:9]=2)=[CH:4][CH:3]=1.[C:18]1([CH3:27])[CH:23]=[CH:22][C:21]([N:24]=[C:25]=[O:26])=[CH:20][CH:19]=1. The catalyst is ClCCl. The product is [NH2:17][C:15]1[C:16]2[C:8]([C:5]3[CH:4]=[CH:3][C:2]([NH:1][C:25]([NH:24][C:21]4[CH:22]=[CH:23][C:18]([CH3:27])=[CH:19][CH:20]=4)=[O:26])=[CH:7][CH:6]=3)=[CH:9][O:10][C:11]=2[N:12]=[CH:13][N:14]=1. The yield is 0.700.